Dataset: Forward reaction prediction with 1.9M reactions from USPTO patents (1976-2016). Task: Predict the product of the given reaction. (1) Given the reactants [CH2:1]([C:3]1[C:12]([CH:13]=[O:14])=[CH:11][C:10]2[C:5](=[CH:6][CH:7]=[C:8]([O:15][CH3:16])[CH:9]=2)[N:4]=1)[CH3:2].[BH4-].[Na+], predict the reaction product. The product is: [CH2:1]([C:3]1[C:12]([CH2:13][OH:14])=[CH:11][C:10]2[C:5](=[CH:6][CH:7]=[C:8]([O:15][CH3:16])[CH:9]=2)[N:4]=1)[CH3:2]. (2) The product is: [CH3:1][O:2][C:3]1[CH:8]=[CH:7][C:6]([CH:9]([C:14]2[CH:19]=[CH:18][C:17]([O:20][CH3:21])=[CH:16][CH:15]=2)[CH2:10][CH:11]([NH:22][CH2:23][CH:24]([C:26]2[CH:27]=[CH:28][CH:29]=[C:30]([CH3:32])[N:31]=2)[OH:25])[CH3:12])=[CH:5][CH:4]=1. Given the reactants [CH3:1][O:2][C:3]1[CH:8]=[CH:7][C:6]([CH:9]([C:14]2[CH:19]=[CH:18][C:17]([O:20][CH3:21])=[CH:16][CH:15]=2)[CH2:10][C:11](=O)[CH3:12])=[CH:5][CH:4]=1.[NH2:22][CH2:23][CH:24]([C:26]1[N:31]=[C:30]([CH3:32])[CH:29]=[CH:28][CH:27]=1)[OH:25].CC1N=C(C=O)C=CC=1.C[Si](C#N)(C)C.[H-].[Al+3].[Li+].[H-].[H-].[H-].C(O[BH-](OC(=O)C)OC(=O)C)(=O)C.[Na+].C(=O)(O)[O-].[Na+], predict the reaction product. (3) The product is: [Cl:19][C:16]1[CH:15]=[CH:14][C:13]([CH:11]2[CH2:12][NH:8][CH2:9][CH:10]2[N:20]([CH3:35])[C:21](=[O:34])[C:22]2[CH:27]=[CH:26][C:25]([O:28][CH3:29])=[C:24]([C:30]([F:31])([F:32])[F:33])[CH:23]=2)=[CH:18][CH:17]=1. Given the reactants C([N:8]1[CH2:12][CH:11]([C:13]2[CH:18]=[CH:17][C:16]([Cl:19])=[CH:15][CH:14]=2)[CH:10]([N:20]([CH3:35])[C:21](=[O:34])[C:22]2[CH:27]=[CH:26][C:25]([O:28][CH3:29])=[C:24]([C:30]([F:33])([F:32])[F:31])[CH:23]=2)[CH2:9]1)C1C=CC=CC=1.C(N(CC)C(C)C)(C)C.ClC(OC(Cl)C)=O, predict the reaction product. (4) Given the reactants C([O:3][C:4](=[O:24])/[CH:5]=[CH:6]/[C:7]([N:9]1[C:14]2[CH:15]=[CH:16][CH:17]=[C:18]([CH:19]([CH3:21])[CH3:20])[C:13]=2[O:12][CH:11]([CH2:22][CH3:23])[CH2:10]1)=[O:8])C.[OH-].[Na+].Cl, predict the reaction product. The product is: [CH2:22]([CH:11]1[CH2:10][N:9]([C:7](=[O:8])/[CH:6]=[CH:5]/[C:4]([OH:24])=[O:3])[C:14]2[CH:15]=[CH:16][CH:17]=[C:18]([CH:19]([CH3:20])[CH3:21])[C:13]=2[O:12]1)[CH3:23]. (5) Given the reactants [Cl:1][C:2]1[CH:3]=[C:4]([C@H:9]2[C:18]3[C:13](=[CH:14][CH:15]=[CH:16][CH:17]=3)[C:12](=[O:19])[CH2:11][CH2:10]2)[CH:5]=[CH:6][C:7]=1[Cl:8].[Li+].C[Si]([N-][Si](C)(C)C)(C)C.[CH:30](=O)[CH3:31], predict the reaction product. The product is: [Cl:1][C:2]1[CH:3]=[C:4]([C@H:9]2[C:18]3[C:13](=[CH:14][CH:15]=[CH:16][CH:17]=3)[C:12](=[O:19])/[C:11](=[CH:30]/[CH3:31])/[CH2:10]2)[CH:5]=[CH:6][C:7]=1[Cl:8]. (6) Given the reactants CC(N=N[C:8]([C:11]#N)([CH3:10])C)(C#N)C.C([O:18][C:19]1(C)[CH:26]2[CH2:27][CH:22]3CC(CC1C3)C2)(=O)C(C)=C.O=[C:31]1[CH:35]([O:36]C(=O)C(C)=C)[CH2:34]CO1.C(OC(O)C1C2C(=CC=CC=2)C=CC=1)(=O)C=C, predict the reaction product. The product is: [O:18]1[CH2:19][CH2:26][CH2:27][CH2:22]1.[CH:35]([O:36][CH:8]([CH3:10])[CH3:11])([CH3:31])[CH3:34].